This data is from Peptide-MHC class II binding affinity with 134,281 pairs from IEDB. The task is: Regression. Given a peptide amino acid sequence and an MHC pseudo amino acid sequence, predict their binding affinity value. This is MHC class II binding data. (1) The peptide sequence is AQGKAFYEAVAKAHQ. The MHC is DRB1_1101 with pseudo-sequence DRB1_1101. The binding affinity (normalized) is 0.688. (2) The peptide sequence is KYKTFEAAFTVSSKR. The MHC is HLA-DPA10201-DPB11401 with pseudo-sequence HLA-DPA10201-DPB11401. The binding affinity (normalized) is 0.878. (3) The peptide sequence is EKKYVAATQFEPLAA. The MHC is HLA-DPA10201-DPB10101 with pseudo-sequence HLA-DPA10201-DPB10101. The binding affinity (normalized) is 0.910. (4) The peptide sequence is DKGIPFMKMNISVIMK. The MHC is DRB3_0301 with pseudo-sequence DRB3_0301. The binding affinity (normalized) is 0.898. (5) The peptide sequence is VLAIVALVVATIIAI. The MHC is DRB1_1302 with pseudo-sequence DRB1_1302. The binding affinity (normalized) is 0.0342. (6) The peptide sequence is QKLLKSIAATRGATV. The MHC is DRB1_0401 with pseudo-sequence DRB1_0401. The binding affinity (normalized) is 0.109. (7) The peptide sequence is AFKVAATEANAAPAN. The MHC is DRB1_0802 with pseudo-sequence DRB1_0802. The binding affinity (normalized) is 0.715.